Dataset: Retrosynthesis with 50K atom-mapped reactions and 10 reaction types from USPTO. Task: Predict the reactants needed to synthesize the given product. (1) The reactants are: Brc1ccc(Br)nc1.OC1CCOC1. Given the product Brc1ccc(OC2CCOC2)nc1, predict the reactants needed to synthesize it. (2) Given the product COc1cccc(C)c1N, predict the reactants needed to synthesize it. The reactants are: COc1cccc(C)c1[N+](=O)[O-]. (3) Given the product Cc1sc(C(=O)OCc2ccccc2)cc1NC(=O)Cc1ccccc1, predict the reactants needed to synthesize it. The reactants are: Cc1sc(C(=O)OCc2ccccc2)cc1N.O=C(Cl)Cc1ccccc1. (4) Given the product CCOC(=O)c1ccc(-c2cnc(OCC3CCN(CC(C)(C)F)CC3)cn2)cc1F, predict the reactants needed to synthesize it. The reactants are: CC(C)(F)CN1CCC(COc2cnc(I)cn2)CC1.CCOC(=O)c1ccc(B(O)O)cc1F. (5) Given the product CCOC(=O)[C@@H]1[C@H]2CC[C@H](C2)[C@@H]1N(CCC(C)C)C(=O)CC1=NS(=O)(=O)c2cc(I)ccc2N1, predict the reactants needed to synthesize it. The reactants are: CCOC(=O)[C@@H]1[C@H]2CC[C@H](C2)[C@@H]1NCCC(C)C.O=C(O)CC1=NS(=O)(=O)c2cc(I)ccc2N1. (6) Given the product CC(C)[Si](Oc1ccc(-n2nc(C(C)(C)C)cc2NC(=O)Oc2ccccc2)cc1Cl)(C(C)C)C(C)C, predict the reactants needed to synthesize it. The reactants are: CC(C)[Si](Oc1ccc(-n2nc(C(C)(C)C)cc2N)cc1Cl)(C(C)C)C(C)C.O=C(Cl)Oc1ccccc1.